This data is from Catalyst prediction with 721,799 reactions and 888 catalyst types from USPTO. The task is: Predict which catalyst facilitates the given reaction. Reactant: [CH2:1]([Mg]Br)[C:2]([CH3:5])([CH3:4])[CH3:3].ClCCl.[O:11]1[CH2:15][CH2:14]OC1.[CH2:16]1[CH2:20]O[CH2:18][CH2:17]1. Product: [CH2:1]([C:16]1[CH:20]=[C:20]2[C:16]([CH2:17][CH2:18][CH2:14][C:15]2=[O:11])=[CH:18][CH:17]=1)[C:2]([CH3:5])([CH3:4])[CH3:3]. The catalyst class is: 530.